This data is from Forward reaction prediction with 1.9M reactions from USPTO patents (1976-2016). The task is: Predict the product of the given reaction. Given the reactants Cl[C:2]1[CH:7]=[C:6]([O:8][CH2:9][CH2:10][O:11][CH3:12])[CH:5]=[CH:4][N:3]=1.CC(C1C=C(C(C)C)C(C2C=CC=CC=2P(C2CCCCC2)C2CCCCC2)=C(C(C)C)C=1)C.O1CCCC1.C[Si]([N-:56][Si](C)(C)C)(C)C.[Li+], predict the reaction product. The product is: [CH3:12][O:11][CH2:10][CH2:9][O:8][C:6]1[CH:5]=[CH:4][N:3]=[C:2]([NH2:56])[CH:7]=1.